This data is from Full USPTO retrosynthesis dataset with 1.9M reactions from patents (1976-2016). The task is: Predict the reactants needed to synthesize the given product. (1) Given the product [O:26]1[CH2:24][C@H:25]1[C:27]1[CH:28]=[N:29][CH:30]=[CH:31][CH:32]=1, predict the reactants needed to synthesize it. The reactants are: B1(C)OC(C2C=CC=CC=2)(C2C=CC=CC=2)[C@@H]2N1CCC2.Br.Br[CH2:24][C:25]([C:27]1[CH:28]=[N:29][CH:30]=[CH:31][CH:32]=1)=[O:26]. (2) Given the product [F:12][C:13]1[CH:18]=[CH:17][C:16]([C:19]2[N:20]=[C:21]3[CH:26]=[CH:25][CH:24]=[N:23][N:22]3[C:27]=2[C:28]2[CH:33]=[CH:32][N:31]=[C:30]([NH:34][C:3](=[O:5])[CH2:2][S:46][CH3:45])[CH:29]=2)=[CH:15][C:14]=1[CH3:35], predict the reactants needed to synthesize it. The reactants are: C[CH2:2][C:3]([OH:5])=S.C(Cl)(=O)C(Cl)=O.[F:12][C:13]1[CH:18]=[CH:17][C:16]([C:19]2[N:20]=[C:21]3[CH:26]=[CH:25][CH:24]=[N:23][N:22]3[C:27]=2[C:28]2[CH:33]=[CH:32][N:31]=[C:30]([NH2:34])[CH:29]=2)=[CH:15][C:14]=1[CH3:35].C(N(CC)CC)C.CC[C:45](Cl)=[S:46].C(=O)([O-])O.[Na+]. (3) Given the product [Cl:3][C:4]1[C:5]([O:35][CH3:36])=[C:6]([NH:11][S:12]([C:15]2[CH:20]=[CH:19][C:18]([O:21][CH3:22])=[C:17]([N:23]3[CH2:24][CH2:25][NH:26][CH2:27][CH2:28]3)[CH:16]=2)(=[O:14])=[O:13])[CH:7]=[C:8]([Cl:10])[CH:9]=1, predict the reactants needed to synthesize it. The reactants are: [OH-].[K+].[Cl:3][C:4]1[C:5]([O:35][CH3:36])=[C:6]([NH:11][S:12]([C:15]2[CH:20]=[CH:19][C:18]([O:21][CH3:22])=[C:17]([N:23]3[CH2:28][CH2:27][N:26](C(=O)C(Cl)(Cl)Cl)[CH2:25][CH2:24]3)[CH:16]=2)(=[O:14])=[O:13])[CH:7]=[C:8]([Cl:10])[CH:9]=1.Cl. (4) Given the product [CH3:13][O:12][C:9]1[CH:10]=[C:11]2[C:6](=[CH:7][C:8]=1[O:14][CH3:15])[N:5]=[CH:4][N:3]=[C:2]2[O:28][C:22]1[CH:21]=[C:20]([C:16]([CH3:19])([CH3:17])[CH3:18])[Se:24][C:23]=1[C:25]([NH2:27])=[O:26], predict the reactants needed to synthesize it. The reactants are: Cl[C:2]1[C:11]2[C:6](=[CH:7][C:8]([O:14][CH3:15])=[C:9]([O:12][CH3:13])[CH:10]=2)[N:5]=[CH:4][N:3]=1.[C:16]([C:20]1[Se:24][C:23]([C:25]([NH2:27])=[O:26])=[C:22]([OH:28])[CH:21]=1)([CH3:19])([CH3:18])[CH3:17].[OH-].[Na+]. (5) The reactants are: [CH3:1][C:2]([CH3:18])([CH3:17])[CH2:3][O:4][C:5]1[CH:6]=[N:7][N:8](C(OC(C)(C)C)=O)[CH:9]=1. Given the product [CH3:1][C:2]([CH3:18])([CH3:17])[CH2:3][O:4][C:5]1[CH:9]=[N:8][NH:7][CH:6]=1, predict the reactants needed to synthesize it. (6) Given the product [BrH:25].[S:15]1[C:16]2[CH2:17][NH:10][CH2:11][C:12]=2[N:13]=[CH:14]1, predict the reactants needed to synthesize it. The reactants are: C1(S([N:10]2[CH2:17][C:16]3[S:15][CH:14]=[N:13][C:12]=3[CH2:11]2)(=O)=O)C=CC=CC=1.C1(O)C=CC=CC=1.[BrH:25].C(OCC)(=O)C. (7) Given the product [NH2:18][C:14]1[CH:13]=[C:12]([CH2:11][C:10]([C:7]2[CH:8]=[CH:9][C:4]([O:3][CH3:2])=[CH:5][CH:6]=2)=[O:26])[CH:17]=[CH:16][N:15]=1, predict the reactants needed to synthesize it. The reactants are: Cl.[CH3:2][O:3][C:4]1[CH:9]=[CH:8][C:7]([C:10](=[O:26])[CH2:11][C:12]2[CH:17]=[CH:16][N:15]=[C:14]([NH:18]C(OC(C)(C)C)=O)[CH:13]=2)=[CH:6][CH:5]=1. (8) Given the product [Cl:17][CH2:18][CH2:19][C@@H:20]([C:22]1[S:23][CH:24]=[CH:25][CH:26]=1)[OH:21], predict the reactants needed to synthesize it. The reactants are: S1C=CC=C1.ClCCC(Cl)=O.[Sn](Cl)(Cl)(Cl)Cl.[Cl:17][CH2:18][CH2:19][C:20]([C:22]1[S:23][CH:24]=[CH:25][CH:26]=1)=[O:21].[BH4-].[Na+].ClCCC(C1SC=CC=1)O.C(OC=C)(=O)CCC. (9) Given the product [C:21]([O:20][P:13]([O:25][CH2:10][C:6]1[CH:5]=[C:4]([CH:9]=[CH:8][CH:7]=1)[C:3]([O:2][CH3:1])=[O:12])([O:15][C:16]([CH3:19])([CH3:18])[CH3:17])=[O:14])([CH3:24])([CH3:23])[CH3:22], predict the reactants needed to synthesize it. The reactants are: [CH3:1][O:2][C:3](=[O:12])[C:4]1[CH:9]=[CH:8][CH:7]=[C:6]([CH2:10]Br)[CH:5]=1.[P:13]([O-:25])([O:20][C:21]([CH3:24])([CH3:23])[CH3:22])([O:15][C:16]([CH3:19])([CH3:18])[CH3:17])=[O:14].[K+].CCOC(C)=O.